Task: Predict the reactants needed to synthesize the given product.. Dataset: Full USPTO retrosynthesis dataset with 1.9M reactions from patents (1976-2016) (1) Given the product [C:1]([O:5][C:6]([NH:8][CH:9]1[CH2:14][CH:13]([S:15][C:16](=[O:23])[C:17]2[CH:18]=[CH:19][CH:20]=[CH:21][CH:22]=2)[C:12](=[O:24])[CH2:11][CH2:10]1)=[O:7])([CH3:4])([CH3:2])[CH3:3], predict the reactants needed to synthesize it. The reactants are: [C:1]([O:5][C:6]([NH:8][C@@H:9]1[CH2:14][C@@H:13]([S:15][C:16](=[O:23])[C:17]2[CH:22]=[CH:21][CH:20]=[CH:19][CH:18]=2)[C@H:12]([OH:24])[CH2:11][CH2:10]1)=[O:7])([CH3:4])([CH3:3])[CH3:2].CC(OI1(OC(C)=O)(OC(C)=O)OC(=O)C2C1=CC=CC=2)=O. (2) Given the product [CH3:29][C:26]1[CH:25]=[CH:24][CH:23]=[C:22]2[C:27]=1[CH:28]=[C:19]([C:16]1[CH:15]=[CH:14][C:13]([O:12][CH2:11][CH2:10][NH:9][CH3:8])=[CH:18][CH:17]=1)[NH:20][C:21]2=[O:30], predict the reactants needed to synthesize it. The reactants are: ClC(OC(Cl)C)=O.[CH3:8][N:9](C)[CH2:10][CH2:11][O:12][C:13]1[CH:18]=[CH:17][C:16]([C:19]2[NH:20][C:21](=[O:30])[C:22]3[C:27]([CH:28]=2)=[C:26]([CH3:29])[CH:25]=[CH:24][CH:23]=3)=[CH:15][CH:14]=1.